From a dataset of Peptide-MHC class II binding affinity with 134,281 pairs from IEDB. Regression. Given a peptide amino acid sequence and an MHC pseudo amino acid sequence, predict their binding affinity value. This is MHC class II binding data. (1) The peptide sequence is KMIGGIGGFIKVRQYDQILI. The MHC is DRB1_1501 with pseudo-sequence DRB1_1501. The binding affinity (normalized) is 0.789. (2) The peptide sequence is AAYKDSHHPARTA. The MHC is HLA-DPA10201-DPB10501 with pseudo-sequence HLA-DPA10201-DPB10501. The binding affinity (normalized) is 0.0681. (3) The peptide sequence is IMLLAYYIAAVNIES. The MHC is HLA-DPA10301-DPB10402 with pseudo-sequence HLA-DPA10301-DPB10402. The binding affinity (normalized) is 0.603.